The task is: Predict the product of the given reaction.. This data is from Forward reaction prediction with 1.9M reactions from USPTO patents (1976-2016). (1) Given the reactants [Cl:1][C:2]1[CH:7]=[CH:6][C:5]([C:8]([C:11]2[N:15]([C:16]3[CH:21]=[CH:20][C:19]([F:22])=[CH:18][CH:17]=3)[C:14]([S:23][CH2:24][C:25]3[C:30]([F:31])=[CH:29][C:28]([S:32]([OH:35])(=[O:34])=O)=[CH:27][C:26]=3[F:36])=[N:13][CH:12]=2)([CH3:10])[CH3:9])=[CH:4][C:3]=1[O:37][CH3:38].S(Cl)(Cl)=O.[CH3:43][O:44][C:45](=[O:49])[C@@H:46]([CH3:48])[NH2:47].C([O-])([O-])=O.[Na+].[Na+].S(Cl)(Cl)(=O)=O, predict the reaction product. The product is: [Cl:1][C:2]1[CH:7]=[CH:6][C:5]([C:8]([C:11]2[N:15]([C:16]3[CH:21]=[CH:20][C:19]([F:22])=[CH:18][CH:17]=3)[C:14]([S:23][CH2:24][C:25]3[C:30]([F:31])=[CH:29][C:28]([S:32]([NH:47][C@H:46]([CH3:48])[C:45]([O:44][CH3:43])=[O:49])(=[O:35])=[O:34])=[CH:27][C:26]=3[F:36])=[N:13][CH:12]=2)([CH3:10])[CH3:9])=[CH:4][C:3]=1[O:37][CH3:38]. (2) Given the reactants [Cl:1][C:2]1[N:7]=[C:6]([C:8]2[S:12][C:11]([CH:13]([CH3:15])[CH3:14])=[N:10][C:9]=2[C:16]2[CH:17]=[C:18]([NH:22][S:23]([C:26]3[C:31](F)=[CH:30]C=CC=3F)(=[O:25])=[O:24])[CH:19]=[CH:20][CH:21]=2)[CH:5]=[CH:4][N:3]=1.ClC1N=C(C2SC(C(C)C)=NC=2C2C=C(C=CC=2)N)C=CN=1.C1(S(Cl)(=O)=O)CC1, predict the reaction product. The product is: [Cl:1][C:2]1[N:7]=[C:6]([C:8]2[S:12][C:11]([CH:13]([CH3:14])[CH3:15])=[N:10][C:9]=2[C:16]2[CH:17]=[C:18]([NH:22][S:23]([CH:26]3[CH2:31][CH2:30]3)(=[O:25])=[O:24])[CH:19]=[CH:20][CH:21]=2)[CH:5]=[CH:4][N:3]=1. (3) Given the reactants [CH3:1][C:2]1[C:7]([C:8]([O:10][CH3:11])=S)=[CH:6][N:5]=[C:4](C)[N:3]=1.C1C=C(Cl)C=C(C(OO)=[O:21])C=1.[NH:24]1[CH2:29][CH2:28][O:27][CH2:26][CH2:25]1, predict the reaction product. The product is: [CH3:1][C:2]1[C:7]([C:8]([O:10][CH3:11])=[O:21])=[CH:6][N:5]=[C:4]([N:24]2[CH2:29][CH2:28][O:27][CH2:26][CH2:25]2)[N:3]=1. (4) Given the reactants [N:1]1[CH:6]=[CH:5][CH:4]=[C:3]([CH2:7][OH:8])[CH:2]=1.[H-].[Na+].CS(O[CH2:16][C:17]1[CH:22]=[CH:21][CH:20]=[C:19]([O:23][C:24]2[CH:29]=[CH:28][C:27]([CH2:30][N:31]([CH2:48][C:49]3[CH:54]=[CH:53][C:52]([C:55]#[N:56])=[CH:51][CH:50]=3)[C:32]3[CH:37]=[CH:36][CH:35]=[C:34]([N:38](S(C)(=O)=O)[S:39]([CH3:42])(=[O:41])=[O:40])[C:33]=3[CH3:47])=[CH:26][CH:25]=2)[CH:18]=1)(=O)=O.[NH4+].[Cl-], predict the reaction product. The product is: [C:55]([C:52]1[CH:51]=[CH:50][C:49]([CH2:48][N:31]([CH2:30][C:27]2[CH:28]=[CH:29][C:24]([O:23][C:19]3[CH:20]=[CH:21][CH:22]=[C:17]([CH2:16][O:8][CH2:7][C:3]4[CH:2]=[N:1][CH:6]=[CH:5][CH:4]=4)[CH:18]=3)=[CH:25][CH:26]=2)[C:32]2[C:33]([CH3:47])=[C:34]([NH:38][S:39]([CH3:42])(=[O:41])=[O:40])[CH:35]=[CH:36][CH:37]=2)=[CH:54][CH:53]=1)#[N:56]. (5) Given the reactants [F:1][C:2]1[CH:22]=[CH:21][C:5]([CH2:6][O:7][C:8]2[CH:13]=[CH:12][CH:11]=[CH:10][C:9]=2[C:14](=O)[CH2:15][CH2:16][C:17](=O)[CH3:18])=[CH:4][CH:3]=1.[NH2:23][C:24]1[CH:25]=[C:26]([S:30]([NH2:33])(=[O:32])=[O:31])[CH:27]=[CH:28][CH:29]=1.C1(C)C=CC(S(O)(=O)=O)=CC=1, predict the reaction product. The product is: [F:1][C:2]1[CH:22]=[CH:21][C:5]([CH2:6][O:7][C:8]2[CH:13]=[CH:12][CH:11]=[CH:10][C:9]=2[C:14]2[N:23]([C:24]3[CH:25]=[C:26]([S:30]([NH2:33])(=[O:31])=[O:32])[CH:27]=[CH:28][CH:29]=3)[C:17]([CH3:18])=[CH:16][CH:15]=2)=[CH:4][CH:3]=1.